Task: Predict the product of the given reaction.. Dataset: Forward reaction prediction with 1.9M reactions from USPTO patents (1976-2016) (1) Given the reactants [NH2:1][CH:2]1[C:8](=[O:9])[N:7](CC2C=CC(OC)=CC=2)[C:6]2[CH:19]=[CH:20][CH:21]=[CH:22][C:5]=2[C:4]([C:23]2[C:28]([Cl:29])=[CH:27][C:26]([Cl:30])=[CH:25][C:24]=2[Cl:31])=[N:3]1.[Cl:32][C:33]1[CH:34]=[CH:35][C:36]([O:42][CH2:43][CH2:44][O:45][CH3:46])=[C:37]([CH:41]=1)[C:38](O)=[O:39], predict the reaction product. The product is: [Cl:32][C:33]1[CH:34]=[CH:35][C:36]([O:42][CH2:43][CH2:44][O:45][CH3:46])=[C:37]([CH:41]=1)[C:38]([NH:1][CH:2]1[C:8](=[O:9])[NH:7][C:6]2[CH:19]=[CH:20][CH:21]=[CH:22][C:5]=2[C:4]([C:23]2[C:28]([Cl:29])=[CH:27][C:26]([Cl:30])=[CH:25][C:24]=2[Cl:31])=[N:3]1)=[O:39]. (2) Given the reactants [NH2:1][CH2:2][C:3]1[CH:14]=[CH:13][C:6]([CH2:7][NH:8][S:9]([CH3:12])(=[O:11])=[O:10])=[C:5]([F:15])[CH:4]=1.N1C=C[CH:19]=[CH:18][CH:17]=1.[CH3:22][C:23]([CH3:25])=[O:24].[O:26]1CCC[CH2:27]1, predict the reaction product. The product is: [F:15][C:5]1[CH:4]=[C:3]([CH:14]=[CH:13][C:6]=1[CH2:7][NH:8][S:9]([CH3:12])(=[O:11])=[O:10])[CH2:2][NH:1][C:27](=[O:26])[O:24][C:23]1[CH:25]=[CH:19][CH:18]=[CH:17][CH:22]=1. (3) The product is: [C:13]1(=[O:25])[CH2:14][CH2:15][CH2:16][CH2:17][CH2:18][CH2:19][CH2:20][CH2:21][CH2:22][CH2:23][CH2:24]1. Given the reactants C1CCCCCCCCCCC1.[CH2:13]([O:25]C(C1C=C2C(=O)N(O)C(=O)C2=CC=1)=O)[CH2:14][CH2:15][CH2:16][CH2:17][CH2:18][CH2:19][CH2:20][CH2:21][CH2:22][CH2:23][CH3:24].N(OC(C)(C)C)=O.S(=O)(=O)(O)O.[OH-].[Na+].C1(=NO)CCCCCCCCCCC1.[N+](C1CCCCCCCCCCC1)([O-])=O, predict the reaction product. (4) Given the reactants [CH3:1][CH3:2].[CH2:3]([C:5]1[CH:10]=[CH:9][CH:8]=[CH:7][CH:6]=1)[CH3:4], predict the reaction product. The product is: [CH2:4]=[CH:3][C:5]1[CH:10]=[CH:9][CH:8]=[CH:7][CH:6]=1.[CH2:1]=[CH2:2]. (5) Given the reactants [Br:1][C:2]1[CH:7]=[CH:6][C:5]([NH2:8])=[CH:4][CH:3]=1.CCN(C(C)C)C(C)C.[CH:18]1([C:21](Cl)=[O:22])[CH2:20][CH2:19]1, predict the reaction product. The product is: [Br:1][C:2]1[CH:7]=[CH:6][C:5]([NH:8][C:21]([CH:18]2[CH2:20][CH2:19]2)=[O:22])=[CH:4][CH:3]=1. (6) The product is: [CH:26]1[C:27]2[C:32](=[CH:31][CH:30]=[CH:29][CH:28]=2)[CH:33]=[CH:34][C:25]=1[CH2:24][O:23][CH:10]1[CH:11]([C:14]2[CH:22]=[CH:21][C:17]([C:18](=[O:19])[NH:35][CH2:36][CH2:37][C:38](=[O:39])[C:40]3[CH:45]=[CH:44][CH:43]=[CH:42][CH:41]=3)=[CH:16][CH:15]=2)[CH2:12][CH2:13][N:8]([C:6]([O:5][C:1]([CH3:4])([CH3:2])[CH3:3])=[O:7])[CH2:9]1. Given the reactants [C:1]([O:5][C:6]([N:8]1[CH2:13][CH2:12][CH:11]([C:14]2[CH:22]=[CH:21][C:17]([C:18](O)=[O:19])=[CH:16][CH:15]=2)[CH:10]([O:23][CH2:24][C:25]2[CH:34]=[CH:33][C:32]3[C:27](=[CH:28][CH:29]=[CH:30][CH:31]=3)[CH:26]=2)[CH2:9]1)=[O:7])([CH3:4])([CH3:3])[CH3:2].[NH2:35][CH2:36][CH2:37][C:38]([C:40]1[CH:45]=[CH:44][CH:43]=[CH:42][CH:41]=1)=[O:39], predict the reaction product.